This data is from Forward reaction prediction with 1.9M reactions from USPTO patents (1976-2016). The task is: Predict the product of the given reaction. (1) Given the reactants C1(C)C=CC(S(O)(=O)=O)=CC=1.[CH3:12][C:13]1[CH:19]=[CH:18][C:16]([NH2:17])=[CH:15][CH:14]=1.[C:20]([O:26][CH2:27][CH3:28])(=[O:25])[CH2:21][C:22]([CH3:24])=O, predict the reaction product. The product is: [CH2:27]([O:26][C:20](=[O:25])[CH:21]=[C:22]([NH:17][C:16]1[CH:18]=[CH:19][C:13]([CH3:12])=[CH:14][CH:15]=1)[CH3:24])[CH3:28]. (2) Given the reactants Br[C:2]1[CH:3]=[CH:4][C:5]([NH:13][C:14]2[C:19]([C:20]([F:23])([F:22])[F:21])=[CH:18][N:17]=[C:16]([NH:24][C:25]3[CH:39]=[CH:38][C:28]([CH2:29][P:30](=[O:37])([O:34][CH2:35][CH3:36])[O:31][CH2:32][CH3:33])=[CH:27][C:26]=3[O:40][CH3:41])[N:15]=2)=[C:6]2[C:10]=1[CH2:9][N:8]([CH3:11])[C:7]2=[O:12].OB(O)[C:44]1[CH:52]=[CH:51][C:47]([C:48]([OH:50])=[O:49])=[CH:46][CH:45]=1.C(=O)([O-])[O-].[K+].[K+].ClCCl, predict the reaction product. The product is: [CH2:35]([O:34][P:30]([CH2:29][C:28]1[CH:38]=[CH:39][C:25]([NH:24][C:16]2[N:15]=[C:14]([NH:13][C:5]3[CH:4]=[CH:3][C:2]([C:44]4[CH:52]=[CH:51][C:47]([C:48]([OH:50])=[O:49])=[CH:46][CH:45]=4)=[C:10]4[C:6]=3[C:7](=[O:12])[N:8]([CH3:11])[CH2:9]4)[C:19]([C:20]([F:21])([F:23])[F:22])=[CH:18][N:17]=2)=[C:26]([O:40][CH3:41])[CH:27]=1)([O:31][CH2:32][CH3:33])=[O:37])[CH3:36].